This data is from Catalyst prediction with 721,799 reactions and 888 catalyst types from USPTO. The task is: Predict which catalyst facilitates the given reaction. (1) Reactant: [OH-].[Na+].[Br:3][C:4]1[S:8][C:7]([C:9](OC)=[O:10])=[C:6]([NH:13][CH3:14])[CH:5]=1.Cl.[Cl-].[NH4+].C([N:20](CC)CC)C.ON1C2C=CC=CC=2N=N1.Cl.C(N=C=NCCCN(C)C)C.C([O-])(O)=O.[Na+]. Product: [Br:3][C:4]1[S:8][C:7]([C:9]([NH2:20])=[O:10])=[C:6]([NH:13][CH3:14])[CH:5]=1. The catalyst class is: 121. (2) Reactant: [CH2:1]([C:8]1[C:9](=[O:16])[NH:10][C:11](=[S:15])[NH:12][C:13]=1[CH3:14])[C:2]1[CH:7]=[CH:6][CH:5]=[CH:4][CH:3]=1.C(=O)([O-])[O-].[K+].[K+].[CH2:23](I)[CH3:24]. Product: [CH2:1]([C:8]1[C:9](=[O:16])[NH:10][C:11]([S:15][CH2:23][CH3:24])=[N:12][C:13]=1[CH3:14])[C:2]1[CH:3]=[CH:4][CH:5]=[CH:6][CH:7]=1. The catalyst class is: 9.